Dataset: Full USPTO retrosynthesis dataset with 1.9M reactions from patents (1976-2016). Task: Predict the reactants needed to synthesize the given product. Given the product [Br:21][C:12]1[C:8]([C:3]2[CH:4]=[CH:5][CH:6]=[CH:7][C:2]=2[Cl:1])=[N:9][O:10][C:11]=1[C:13]1[CH:14]=[CH:15][C:16]([O:19][CH3:20])=[CH:17][CH:18]=1, predict the reactants needed to synthesize it. The reactants are: [Cl:1][C:2]1[CH:7]=[CH:6][CH:5]=[CH:4][C:3]=1[C:8]1[CH:12]=[C:11]([C:13]2[CH:18]=[CH:17][C:16]([O:19][CH3:20])=[CH:15][CH:14]=2)[O:10][N:9]=1.[Br:21]N1C(=O)CCC1=O.